Dataset: Forward reaction prediction with 1.9M reactions from USPTO patents (1976-2016). Task: Predict the product of the given reaction. (1) Given the reactants [Cl:1][C:2]1[C:3]([C:16]2[C:24]3[C:19](=[CH:20][CH:21]=[CH:22][CH:23]=3)[N:18]([S:25]([C:28]3[CH:33]=[CH:32][CH:31]=[CH:30][CH:29]=3)(=[O:27])=[O:26])[CH:17]=2)=[N:4][C:5]([NH:8][C@@H:9]2[CH2:14][CH2:13][CH2:12][C@H:11]([NH2:15])[CH2:10]2)=[N:6][CH:7]=1.[N+:34]([C:37]1[CH:42]=[CH:41][C:40]([S:43](Cl)(=[O:45])=[O:44])=[CH:39][CH:38]=1)([O-:36])=[O:35], predict the reaction product. The product is: [Cl:1][C:2]1[C:3]([C:16]2[C:24]3[C:19](=[CH:20][CH:21]=[CH:22][CH:23]=3)[N:18]([S:25]([C:28]3[CH:33]=[CH:32][CH:31]=[CH:30][CH:29]=3)(=[O:27])=[O:26])[CH:17]=2)=[N:4][C:5]([NH:8][C@@H:9]2[CH2:14][CH2:13][CH2:12][C@H:11]([NH:15][S:43]([C:40]3[CH:39]=[CH:38][C:37]([N+:34]([O-:36])=[O:35])=[CH:42][CH:41]=3)(=[O:44])=[O:45])[CH2:10]2)=[N:6][CH:7]=1. (2) Given the reactants [NH2:1][CH2:2][C:3]1[CH:4]=[C:5]2[C:9](=[CH:10][CH:11]=1)[C:8](=[O:12])[N:7]([CH:13]1[CH2:18][CH2:17][C:16](=[O:19])[NH:15][C:14]1=[O:20])[CH2:6]2.S(O)(=O)(=O)C.[F:26][C:27]([F:34])([CH:31]([F:33])[F:32])[C:28](O)=[O:29].C(N(C(C)C)CC)(C)C.F[P-](F)(F)(F)(F)F.CN(C(N(C)C)=[N+]1C2C(=NC=CC=2)[N+]([O-])=N1)C, predict the reaction product. The product is: [O:20]=[C:14]1[CH:13]([N:7]2[CH2:6][C:5]3[C:9](=[CH:10][CH:11]=[C:3]([CH2:2][NH:1][C:28](=[O:29])[C:27]([F:34])([F:26])[CH:31]([F:33])[F:32])[CH:4]=3)[C:8]2=[O:12])[CH2:18][CH2:17][C:16](=[O:19])[NH:15]1. (3) Given the reactants Br[C:2]1[S:6][C:5]2[C:7](=[O:17])[CH2:8][CH:9]([C:10]3[CH:15]=[CH:14][C:13]([Cl:16])=[CH:12][CH:11]=3)[C:4]=2[CH:3]=1.C[Sn](C)(C)[C:20]1[CH:25]=[CH:24][N:23]=[C:22]([NH:26][C:27](=[O:29])[CH3:28])[CH:21]=1.O1CCOCC1.[Cl-].[Li+], predict the reaction product. The product is: [Cl:16][C:13]1[CH:14]=[CH:15][C:10]([CH:9]2[C:4]3[CH:3]=[C:2]([C:20]4[CH:25]=[CH:24][N:23]=[C:22]([NH:26][C:27](=[O:29])[CH3:28])[CH:21]=4)[S:6][C:5]=3[C:7](=[O:17])[CH2:8]2)=[CH:11][CH:12]=1. (4) Given the reactants [CH3:1][CH:2]1[CH2:11][C:10]2[C:5](=[CH:6][CH:7]=[C:8]([N+:12]([O-:14])=[O:13])[CH:9]=2)[CH2:4][NH:3]1.[C:15](O[C:15]([O:17][C:18]([CH3:21])([CH3:20])[CH3:19])=[O:16])([O:17][C:18]([CH3:21])([CH3:20])[CH3:19])=[O:16].N1C=CC=CC=1, predict the reaction product. The product is: [CH3:1][CH:2]1[CH2:11][C:10]2[C:5](=[CH:6][CH:7]=[C:8]([N+:12]([O-:14])=[O:13])[CH:9]=2)[CH2:4][N:3]1[C:15]([O:17][C:18]([CH3:21])([CH3:20])[CH3:19])=[O:16].